Predict the product of the given reaction. From a dataset of Forward reaction prediction with 1.9M reactions from USPTO patents (1976-2016). (1) Given the reactants [N+:1]([O-:4])(O)=[O:2].S(=O)(=O)(O)O.[CH3:10][C:11]1[CH:12]=[N+:13]([O-:18])[CH:14]=[C:15]([CH3:17])[CH:16]=1, predict the reaction product. The product is: [CH3:10][C:11]1[CH:12]=[N+:13]([O-:18])[CH:14]=[C:15]([CH3:17])[C:16]=1[N+:1]([O-:4])=[O:2]. (2) Given the reactants CS(Cl)(=O)=O.[CH2:6]([N:13]1[CH:17]([C:18]2[CH:23]=[CH:22][CH:21]=[CH:20][CH:19]=2)[CH2:16][C:15]([C:25]2[CH:30]=[C:29]([F:31])[CH:28]=[CH:27][C:26]=2[F:32])(O)[O:14]1)[C:7]1[CH:12]=[CH:11][CH:10]=[CH:9][CH:8]=1.C(N(CC)CC)C, predict the reaction product. The product is: [CH2:6]([N:13]1[CH:17]([C:18]2[CH:23]=[CH:22][CH:21]=[CH:20][CH:19]=2)[CH:16]=[C:15]([C:25]2[CH:30]=[C:29]([F:31])[CH:28]=[CH:27][C:26]=2[F:32])[O:14]1)[C:7]1[CH:12]=[CH:11][CH:10]=[CH:9][CH:8]=1.